The task is: Predict the product of the given reaction.. This data is from Forward reaction prediction with 1.9M reactions from USPTO patents (1976-2016). (1) The product is: [C:6]1([C:12]([OH:14])([CH2:4][CH3:5])[CH3:13])[CH2:11][CH2:10][CH2:9][CH2:8][CH:7]=1. Given the reactants C([Zn][CH2:4][CH3:5])C.[C:6]1([C:12](=[O:14])[CH3:13])[CH2:11][CH2:10][CH2:9][CH2:8][CH:7]=1, predict the reaction product. (2) Given the reactants Br[C:2]1[CH:7]=[CH:6][C:5]([N+:8]([O-:10])=[O:9])=[CH:4][C:3]=1[O:11][CH3:12].CC([O-])(C)C.[Na+].C1C=CC(P(C2C(C3C(P(C4C=CC=CC=4)C4C=CC=CC=4)=CC=C4C=3C=CC=C4)=C3C(C=CC=C3)=CC=2)C2C=CC=CC=2)=CC=1.[NH:65]1[CH2:70][CH2:69][O:68][CH2:67][CH2:66]1, predict the reaction product. The product is: [CH3:12][O:11][C:3]1[CH:4]=[C:5]([N+:8]([O-:10])=[O:9])[CH:6]=[CH:7][C:2]=1[N:65]1[CH2:70][CH2:69][O:68][CH2:67][CH2:66]1. (3) Given the reactants [C:1]1([C:7]2[CH:11]=[N:10][N:9]([CH2:12][CH2:13][N:14]3[CH2:20][CH2:19][CH2:18][CH2:17][CH2:16][CH2:15]3)[N:8]=2)[CH:6]=[CH:5][CH:4]=[CH:3][CH:2]=1.[C:21]([OH:26])(=[O:25])[C:22]([OH:24])=[O:23], predict the reaction product. The product is: [C:21]([O-:26])(=[O:25])[C:22]([O-:24])=[O:23].[C:1]1([C:7]2[CH:11]=[N:10][N:9]([CH2:12][CH2:13][NH+:14]3[CH2:20][CH2:19][CH2:18][CH2:17][CH2:16][CH2:15]3)[N:8]=2)[CH:2]=[CH:3][CH:4]=[CH:5][CH:6]=1.[C:1]1([C:7]2[CH:11]=[N:10][N:9]([CH2:12][CH2:13][NH+:14]3[CH2:20][CH2:19][CH2:18][CH2:17][CH2:16][CH2:15]3)[N:8]=2)[CH:2]=[CH:3][CH:4]=[CH:5][CH:6]=1.